This data is from Catalyst prediction with 721,799 reactions and 888 catalyst types from USPTO. The task is: Predict which catalyst facilitates the given reaction. (1) Reactant: C([O:8][C:9](=[O:49])[CH2:10][CH:11]([NH:21][C:22]([CH:24]1[N:28]2[C:29](=[O:48])[CH:30]([NH:35][C:36]([C:38]3[CH:47]=[CH:46][C:45]4[C:40](=[CH:41][CH:42]=[CH:43][CH:44]=4)[CH:39]=3)=[O:37])[CH2:31][CH:32]=[CH:33][CH2:34][CH:27]2[CH2:26][CH2:25]1)=[O:23])[CH2:12][O:13][Si:14]([C:17]([CH3:20])([CH3:19])[CH3:18])([CH3:16])[CH3:15])C1C=CC=CC=1.[OH-].[Na+].O.C(O)(=O)CC(CC(O)=O)(C(O)=O)O. Product: [C:17]([Si:14]([CH3:16])([CH3:15])[O:13][CH2:12][CH:11]([NH:21][C:22]([CH:24]1[N:28]2[C:29](=[O:48])[CH:30]([NH:35][C:36]([C:38]3[CH:47]=[CH:46][C:45]4[C:40](=[CH:41][CH:42]=[CH:43][CH:44]=4)[CH:39]=3)=[O:37])[CH2:31][CH:32]=[CH:33][CH2:34][CH:27]2[CH2:26][CH2:25]1)=[O:23])[CH2:10][C:9]([OH:49])=[O:8])([CH3:19])([CH3:18])[CH3:20]. The catalyst class is: 5. (2) Reactant: C(NC(C)C)(C)C.[Li]CCCC.[F:13][C:14]1[CH:15]=[N:16][CH:17]=[CH:18][CH:19]=1.[CH2:20]([O:27][C:28]1[CH:29]=[CH:30][C:31]([C:34](N(OC)C)=[O:35])=[N:32][CH:33]=1)[C:21]1[CH:26]=[CH:25][CH:24]=[CH:23][CH:22]=1. Product: [CH2:20]([O:27][C:28]1[CH:29]=[CH:30][C:31]([C:34]([C:15]2[C:14]([F:13])=[CH:19][CH:18]=[CH:17][N:16]=2)=[O:35])=[N:32][CH:33]=1)[C:21]1[CH:22]=[CH:23][CH:24]=[CH:25][CH:26]=1. The catalyst class is: 134. (3) Reactant: [F:1][C:2]1[CH:10]=[CH:9][CH:8]=[CH:7][C:3]=1[C:4]([OH:6])=O.[F:11][C:12]1[CH:17]=[CH:16][C:15]([NH:18][C:19]([C:21]2[C:25]([NH2:26])=[CH:24][NH:23][N:22]=2)=[O:20])=[CH:14][CH:13]=1.C(Cl)CCl.C1C=CC2N(O)N=NC=2C=1. Product: [F:11][C:12]1[CH:13]=[CH:14][C:15]([NH:18][C:19]([C:21]2[C:25]([NH:26][C:4](=[O:6])[C:3]3[CH:7]=[CH:8][CH:9]=[CH:10][C:2]=3[F:1])=[CH:24][NH:23][N:22]=2)=[O:20])=[CH:16][CH:17]=1. The catalyst class is: 16. (4) Reactant: [OH:1][C@H:2]([C@H:10]1[O:15][CH2:14][CH2:13][NH:12][C:11]1=[O:16])[C:3]([O:5][C:6]([CH3:9])([CH3:8])[CH3:7])=[O:4].[C:17]([O:23][CH2:24][N:25]1[CH:29]=[CH:28][C:27](I)=[N:26]1)(=[O:22])[C:18]([CH3:21])([CH3:20])[CH3:19].[O-]P([O-])([O-])=O.[K+].[K+].[K+].CN(C)[C@@H]1CCCC[C@H]1N. Product: [C:17]([O:23][CH2:24][N:25]1[CH:29]=[CH:28][C:27]([N:12]2[CH2:13][CH2:14][O:15][C@H:10]([C@@H:2]([OH:1])[C:3]([O:5][C:6]([CH3:9])([CH3:7])[CH3:8])=[O:4])[C:11]2=[O:16])=[N:26]1)(=[O:22])[C:18]([CH3:21])([CH3:20])[CH3:19]. The catalyst class is: 321. (5) Reactant: [Br:1][C:2]1[CH:7]=[CH:6][C:5]([OH:8])=[CH:4][CH:3]=1.[OH-].[Na+].[CH2:11](Br)[CH2:12][CH2:13][CH2:14][CH2:15][CH2:16][CH2:17][CH2:18][CH2:19][CH2:20][CH2:21][CH3:22].O. The catalyst class is: 8. Product: [CH2:22]([O:8][C:5]1[CH:6]=[CH:7][C:2]([Br:1])=[CH:3][CH:4]=1)[CH2:21][CH2:20][CH2:19][CH2:18][CH2:17][CH2:16][CH2:15][CH2:14][CH2:13][CH2:12][CH3:11]. (6) Reactant: [C:1]([C:5]1[CH:10]=[CH:9][C:8]([N:11]2[C:15]([C:16]3[CH:21]=[CH:20][C:19]([C:22]4[N:23]=[C:24]([C@@H:27]5[CH2:31][CH2:30][CH2:29][NH:28]5)[NH:25][CH:26]=4)=[CH:18][CH:17]=3)=[N:14][N:13]=[C:12]2[C:32]2[CH:37]=[CH:36][C:35]([C:38]3[N:39]=[C:40]([C@@H:43]4[CH2:47][CH2:46][CH2:45][NH:44]4)[NH:41][CH:42]=3)=[CH:34][CH:33]=2)=[CH:7][CH:6]=1)([CH3:4])([CH3:3])[CH3:2].[CH3:48][O:49][C:50]([NH:52][C@@H:53]([CH:57]([CH3:59])[CH3:58])[C:54](O)=[O:55])=[O:51].[CH:60]1[CH:65]=C2N=NN(O)C2=C[CH:61]=1.[OH2:70].CCN=C=NCCCN(C)C.C[N:83]1[CH2:88][CH2:87][O:86]C[CH2:84]1.CN([CH:92]=[O:93])C. The catalyst class is: 25. Product: [C:1]([C:5]1[CH:10]=[CH:9][C:8]([N:11]2[C:12]([C:32]3[CH:37]=[CH:36][C:35]([C:38]4[N:39]=[C:40]([C@@H:43]5[CH2:47][CH2:46][CH2:45][N:44]5[C:87](=[O:86])[C@@H:88]([NH:83][C:84]([O:93][CH3:92])=[O:70])[CH:60]([CH3:65])[CH3:61])[NH:41][CH:42]=4)=[CH:34][CH:33]=3)=[N:13][N:14]=[C:15]2[C:16]2[CH:17]=[CH:18][C:19]([C:22]3[N:23]=[C:24]([C@@H:27]4[CH2:31][CH2:30][CH2:29][N:28]4[C:54](=[O:55])[C@@H:53]([NH:52][C:50](=[O:51])[O:49][CH3:48])[CH:57]([CH3:59])[CH3:58])[NH:25][CH:26]=3)=[CH:20][CH:21]=2)=[CH:7][CH:6]=1)([CH3:4])([CH3:2])[CH3:3]. (7) Reactant: Cl.[CH3:2][O:3][CH2:4][C:5](=[NH:7])[NH2:6].C[O-].[Na+].[C:11]([C:13]1[CH:18]=[CH:17][CH:16]=[CH:15][C:14]=1[C:19]1[CH:24]=[CH:23][C:22]([CH2:25][CH:26]([C:32](=O)[CH2:33][CH2:34][CH2:35][CH3:36])[C:27](OCC)=[O:28])=[CH:21][CH:20]=1)#[N:12]. Product: [CH2:33]([C:32]1[N:7]=[C:5]([CH2:4][O:3][CH3:2])[NH:6][C:27](=[O:28])[C:26]=1[CH2:25][C:22]1[CH:21]=[CH:20][C:19]([C:14]2[C:13]([C:11]#[N:12])=[CH:18][CH:17]=[CH:16][CH:15]=2)=[CH:24][CH:23]=1)[CH2:34][CH2:35][CH3:36]. The catalyst class is: 71. (8) Reactant: [Br:1][C:2]1[CH:3]=[C:4]([CH:12]2[C:21]3[C:16](=[C:17]4[CH:24]=[CH:23][N:22]([CH3:25])[C:18]4=[CH:19][CH:20]=3)[O:15][CH:14]([OH:26])[CH2:13]2)[CH:5]=[C:6]([O:10][CH3:11])[C:7]=1[O:8][CH3:9].N1C=CC=CC=1.[C:33](OC(=O)C)(=[O:35])[CH3:34]. Product: [C:33]([O:26][CH:14]1[CH2:13][CH:12]([C:4]2[CH:5]=[C:6]([O:10][CH3:11])[C:7]([O:8][CH3:9])=[C:2]([Br:1])[CH:3]=2)[C:21]2[C:16](=[C:17]3[CH:24]=[CH:23][N:22]([CH3:25])[C:18]3=[CH:19][CH:20]=2)[O:15]1)(=[O:35])[CH3:34]. The catalyst class is: 112. (9) Reactant: O.[OH-].[Li+].[F:4][C:5]1[CH:10]=[C:9]([F:11])[C:8]([F:12])=[CH:7][C:6]=1[NH:13][C:14]1[O:18][C:17]([C:19]2[NH:20][C:21]3[CH:27]=[C:26]([O:28][C@H:29]4[CH2:34][CH2:33][C@H:32]([C:35]([O:37]CC)=[O:36])[CH2:31][CH2:30]4)[CH:25]=[CH:24][C:22]=3[N:23]=2)=[N:16][N:15]=1.CO.O. Product: [F:4][C:5]1[CH:10]=[C:9]([F:11])[C:8]([F:12])=[CH:7][C:6]=1[NH:13][C:14]1[O:18][C:17]([C:19]2[NH:20][C:21]3[CH:27]=[C:26]([O:28][C@H:29]4[CH2:30][CH2:31][C@H:32]([C:35]([OH:37])=[O:36])[CH2:33][CH2:34]4)[CH:25]=[CH:24][C:22]=3[N:23]=2)=[N:16][N:15]=1. The catalyst class is: 1. (10) Reactant: [C:1]12([CH2:11][C:12]([NH:14][C:15]3[CH:24]=[CH:23][CH:22]=[C:21]4[C:16]=3[CH:17]=[CH:18][C:19](Cl)=[N:20]4)=[O:13])[CH2:10][CH:5]3[CH2:6][CH:7]([CH2:9][CH:3]([CH2:4]3)[CH2:2]1)[CH2:8]2.[NH2:26][CH2:27][CH2:28][CH2:29][OH:30].C(=O)([O-])[O-].[K+].[K+]. Product: [C:1]12([CH2:11][C:12]([NH:14][C:15]3[CH:24]=[CH:23][CH:22]=[C:21]4[C:16]=3[CH:17]=[CH:18][C:19]([NH:26][CH2:27][CH2:28][CH2:29][OH:30])=[N:20]4)=[O:13])[CH2:10][CH:5]3[CH2:6][CH:7]([CH2:9][CH:3]([CH2:4]3)[CH2:2]1)[CH2:8]2. The catalyst class is: 60.